Task: Predict the reaction yield, written as a fraction of the theoretical maximum amount of product (1.0 means a 100% yield; for example, 0.34 means a 34% yield).. Dataset: Reaction yield outcomes from USPTO patents with 853,638 reactions The reactants are C(N(CC)CC)C.[CH3:8][S:9]([N:12]1[C:20]2[C:15](=[CH:16][CH:17]=[CH:18][CH:19]=2)[C:14]([CH:21]=[O:22])=[CH:13]1)(=[O:11])=[O:10].[CH:23](=[N:30][C:31]1[CH:36]=[CH:35][CH:34]=[C:33]([O:37][CH3:38])[CH:32]=1)[C:24]1[CH:29]=[CH:28][CH:27]=[CH:26][CH:25]=1. The catalyst is [Cl-].C([N+]1C(C)=C(CCO)SC=1)C1C=CC=CC=1.C(O)C. The product is [CH3:38][O:37][C:33]1[CH:32]=[C:31]([NH:30][CH:23]([C:24]2[CH:29]=[CH:28][CH:27]=[CH:26][CH:25]=2)[C:21]([C:14]2[C:15]3[C:20](=[CH:19][CH:18]=[CH:17][CH:16]=3)[N:12]([S:9]([CH3:8])(=[O:11])=[O:10])[CH:13]=2)=[O:22])[CH:36]=[CH:35][CH:34]=1. The yield is 0.150.